Task: Predict the product of the given reaction.. Dataset: Forward reaction prediction with 1.9M reactions from USPTO patents (1976-2016) (1) Given the reactants [CH:1]([C:4]1[CH:9]=[C:8]([CH:10]([CH3:12])[CH3:11])[C:7]([S:13]([C:16]2[CH:21]=[CH:20][CH:19]=[CH:18][CH:17]=2)(=[O:15])=[O:14])=[CH:6][C:5]=1[S:22](Cl)(=[O:24])=[O:23])([CH3:3])[CH3:2].[N:26]1[CH:31]=[CH:30][CH:29]=[C:28]([CH2:32][CH2:33][NH2:34])[CH:27]=1, predict the reaction product. The product is: [CH:1]([C:4]1[CH:9]=[C:8]([CH:10]([CH3:12])[CH3:11])[C:7]([S:13]([C:16]2[CH:21]=[CH:20][CH:19]=[CH:18][CH:17]=2)(=[O:15])=[O:14])=[CH:6][C:5]=1[S:22]([NH:34][CH2:33][CH2:32][C:28]1[CH:27]=[N:26][CH:31]=[CH:30][CH:29]=1)(=[O:24])=[O:23])([CH3:3])[CH3:2]. (2) Given the reactants Cl[C:2]1[CH:10]=[C:9]([N+:11]([O-:13])=[O:12])[CH:8]=[CH:7][C:3]=1[C:4]([OH:6])=O.[C:14](=[O:17])([O-])[O-].[K+].[K+].Cl, predict the reaction product. The product is: [NH2:11][C:9]1[CH:8]=[CH:7][C:3]2[C:4](=[O:6])[C:3]3[C:2]([O:17][C:14]=2[CH:10]=1)=[CH:10][C:9]([N+:11]([O-:13])=[O:12])=[CH:8][CH:7]=3.